From a dataset of Catalyst prediction with 721,799 reactions and 888 catalyst types from USPTO. Predict which catalyst facilitates the given reaction. (1) Reactant: Cl.[F:2][C:3]([F:14])([F:13])[C:4]1[N:5]2[CH:11]=[N:10][C:9]([NH2:12])=[C:6]2[S:7][CH:8]=1.[O:15]=[C:16]1[N:20]([C:21]2[CH:26]=[CH:25][C:24]([CH2:27][C:28](O)=[O:29])=[CH:23][CH:22]=2)[CH2:19][CH2:18][O:17]1.C(Cl)CCl.C1C=CC2N(O)N=NC=2C=1.C(N(CC)CC)C. Product: [O:15]=[C:16]1[N:20]([C:21]2[CH:22]=[CH:23][C:24]([CH2:27][C:28]([NH:12][C:9]3[N:10]=[CH:11][N:5]4[C:4]([C:3]([F:13])([F:2])[F:14])=[CH:8][S:7][C:6]=34)=[O:29])=[CH:25][CH:26]=2)[CH2:19][CH2:18][O:17]1. The catalyst class is: 4. (2) Product: [Cl:1][C:2]1[N:3]=[CH:4][C:5]([C@@H:8]([OH:11])[CH2:9][OH:16])=[CH:6][CH:7]=1. Reactant: [Cl:1][C:2]1[CH:7]=[CH:6][C:5]([CH:8]=[CH2:9])=[CH:4][N:3]=1.S([O-])([O-])=[O:11].[Na+].[Na+].[OH2:16]. The catalyst class is: 107. (3) Reactant: [CH:1]1([O:7][CH2:8][CH2:9][OH:10])[CH2:6][CH2:5][CH2:4][CH2:3][CH2:2]1.C(N(CC)CC)C.[Br:18][C:19]1[CH:24]=[CH:23][C:22]([S:25](Cl)(=[O:27])=[O:26])=[CH:21][CH:20]=1. Product: [Br:18][C:19]1[CH:24]=[CH:23][C:22]([S:25]([O:10][CH2:9][CH2:8][O:7][CH:1]2[CH2:6][CH2:5][CH2:4][CH2:3][CH2:2]2)(=[O:27])=[O:26])=[CH:21][CH:20]=1. The catalyst class is: 4. (4) Reactant: [C:1]([O:5][C:6]([N:8]1[C:16]2[C:11](=[CH:12][CH:13]=[C:14]([NH2:17])[CH:15]=2)[C:10]([C:18]2[CH:23]=[CH:22][CH:21]=[CH:20][CH:19]=2)=[N:9]1)=[O:7])([CH3:4])([CH3:3])[CH3:2].[CH:24](=O)[C:25]1[CH:30]=[CH:29][CH:28]=[CH:27][CH:26]=1.C(O[BH-](OC(=O)C)OC(=O)C)(=O)C.[Na+].C(O)(=O)C. Product: [C:1]([O:5][C:6]([N:8]1[C:16]2[C:11](=[CH:12][CH:13]=[C:14]([NH:17][CH2:24][C:25]3[CH:30]=[CH:29][CH:28]=[CH:27][CH:26]=3)[CH:15]=2)[C:10]([C:18]2[CH:23]=[CH:22][CH:21]=[CH:20][CH:19]=2)=[N:9]1)=[O:7])([CH3:4])([CH3:2])[CH3:3]. The catalyst class is: 26. (5) Reactant: [NH2:1][C:2]1[C:7]([C:8]2[CH:13]=[CH:12][C:11]([NH:14][C:15]([C:17]3[C:22](=[O:23])[C:21]([C:24]4[CH:29]=[CH:28][C:27]([F:30])=[CH:26][CH:25]=4)=[CH:20][N:19]([CH2:31][C:32]([F:35])([F:34])[F:33])[CH:18]=3)=[O:16])=[CH:10][CH:9]=2)=[CH:6][C:5]([C:36]2[CH:41]=[CH:40][C:39]([O:42][CH3:43])=[C:38]([O:44][CH3:45])[CH:37]=2)=[CH:4][N:3]=1.[ClH:46].O1CCOCC1. Product: [ClH:46].[NH2:1][C:2]1[C:7]([C:8]2[CH:9]=[CH:10][C:11]([NH:14][C:15]([C:17]3[C:22](=[O:23])[C:21]([C:24]4[CH:25]=[CH:26][C:27]([F:30])=[CH:28][CH:29]=4)=[CH:20][N:19]([CH2:31][C:32]([F:33])([F:34])[F:35])[CH:18]=3)=[O:16])=[CH:12][CH:13]=2)=[CH:6][C:5]([C:36]2[CH:41]=[CH:40][C:39]([O:42][CH3:43])=[C:38]([O:44][CH3:45])[CH:37]=2)=[CH:4][N:3]=1. The catalyst class is: 8. (6) Reactant: [Cl:1][C:2]1[CH:10]=[CH:9][CH:8]=[C:7]2[C:3]=1[CH2:4][N:5]([C:12]1[N:13]=[C:14]3[C:20]([C:21]([OH:23])=O)=[CH:19][N:18]([CH2:24][O:25][CH2:26][CH2:27][Si:28]([CH3:31])([CH3:30])[CH3:29])[C:15]3=[N:16][CH:17]=1)[C:6]2=[O:11].C(N(CC)CC)C.[NH2:39][C@H:40]([CH:49]1[CH2:51][CH2:50]1)[C:41]([N:43]1[CH2:46][CH:45]([C:47]#[N:48])[CH2:44]1)=[O:42].C1CN([P+](ON2N=NC3C=CC=CC2=3)(N2CCCC2)N2CCCC2)CC1.F[P-](F)(F)(F)(F)F. Product: [C:47]([CH:45]1[CH2:46][N:43]([C:41](=[O:42])[C@H:40]([NH:39][C:21]([C:20]2[C:14]3[C:15](=[N:16][CH:17]=[C:12]([N:5]4[CH2:4][C:3]5[C:7](=[CH:8][CH:9]=[CH:10][C:2]=5[Cl:1])[C:6]4=[O:11])[N:13]=3)[N:18]([CH2:24][O:25][CH2:26][CH2:27][Si:28]([CH3:29])([CH3:31])[CH3:30])[CH:19]=2)=[O:23])[CH:49]2[CH2:50][CH2:51]2)[CH2:44]1)#[N:48]. The catalyst class is: 31. (7) Reactant: [Cl:1][C:2]1[CH:30]=[CH:29][C:5]([O:6][C:7]2[CH:12]=[CH:11][C:10]([N:13]3[C@@H:17]([C:18]4[CH:23]=[CH:22][CH:21]=[C:20]([C:24]([F:27])([F:26])[F:25])[CH:19]=4)[CH2:16][CH2:15][C:14]3=[O:28])=[CH:9][CH:8]=2)=[CH:4][CH:3]=1.[Li+].C[Si]([N-][Si](C)(C)C)(C)C.[CH2:41](I)[CH:42]=[CH2:43]. Product: [Cl:1][C:2]1[CH:3]=[CH:4][C:5]([O:6][C:7]2[CH:12]=[CH:11][C:10]([N:13]3[C@@H:17]([C:18]4[CH:23]=[CH:22][CH:21]=[C:20]([C:24]([F:25])([F:26])[F:27])[CH:19]=4)[CH2:16][C@H:15]([CH2:43][CH:42]=[CH2:41])[C:14]3=[O:28])=[CH:9][CH:8]=2)=[CH:29][CH:30]=1. The catalyst class is: 1.